From a dataset of Forward reaction prediction with 1.9M reactions from USPTO patents (1976-2016). Predict the product of the given reaction. Given the reactants [CH3:1][O:2][C:3](=[O:43])[CH2:4][C:5]1[CH:10]=[CH:9][CH:8]=[CH:7][C:6]=1[C:11]#[C:12][C:13]1[C:18]([C:19]([F:22])([F:21])[F:20])=[CH:17][N:16]=[C:15]([NH:23][C:24]2[CH:29]=[CH:28][C:27]([CH:30]3[CH2:35][CH2:34][N:33]([C:36]([O:38][C:39]([CH3:42])([CH3:41])[CH3:40])=[O:37])[CH2:32][CH2:31]3)=[CH:26][CH:25]=2)[N:14]=1, predict the reaction product. The product is: [CH3:1][O:2][C:3](=[O:43])[CH2:4][C:5]1[CH:10]=[CH:9][CH:8]=[CH:7][C:6]=1[CH2:11][CH2:12][C:13]1[C:18]([C:19]([F:21])([F:22])[F:20])=[CH:17][N:16]=[C:15]([NH:23][C:24]2[CH:29]=[CH:28][C:27]([CH:30]3[CH2:31][CH2:32][N:33]([C:36]([O:38][C:39]([CH3:41])([CH3:42])[CH3:40])=[O:37])[CH2:34][CH2:35]3)=[CH:26][CH:25]=2)[N:14]=1.